Dataset: Reaction yield outcomes from USPTO patents with 853,638 reactions. Task: Predict the reaction yield, written as a fraction of the theoretical maximum amount of product (1.0 means a 100% yield; for example, 0.34 means a 34% yield). (1) The reactants are [C:1]([O:5][C:6](=[O:20])[NH:7][CH2:8][C:9](=O)[CH2:10][NH:11][C:12]([O:14][C:15]([CH3:18])([CH3:17])[CH3:16])=[O:13])([CH3:4])([CH3:3])[CH3:2].[C:21]([CH:26]=P(C1C=CC=CC=1)(C1C=CC=CC=1)C1C=CC=CC=1)([O:23][CH2:24][CH3:25])=[O:22]. The catalyst is C1C=CC=CC=1. The product is [CH2:24]([O:23][C:21](=[O:22])[CH:26]=[C:9]([CH2:10][NH:11][C:12]([O:14][C:15]([CH3:18])([CH3:17])[CH3:16])=[O:13])[CH2:8][NH:7][C:6]([O:5][C:1]([CH3:4])([CH3:3])[CH3:2])=[O:20])[CH3:25]. The yield is 0.750. (2) The reactants are [C:1]([C:3]1[C:4]([CH2:14][CH:15]2[CH2:18][CH2:17][CH2:16]2)=[CH:5][C:6]([CH3:13])=[C:7]([CH:12]=1)[C:8]([O:10][CH3:11])=[O:9])#[N:2].C1COCC1.P(OCC)(OCC)([S-])=[S:25]. The catalyst is O. The product is [C:1]([C:3]1[C:4]([CH2:14][CH:15]2[CH2:16][CH2:17][CH2:18]2)=[CH:5][C:6]([CH3:13])=[C:7]([CH:12]=1)[C:8]([O:10][CH3:11])=[O:9])(=[S:25])[NH2:2]. The yield is 0.210. (3) The reactants are [C:1]1([CH:7]2[CH2:12][CH2:11][N:10]([CH2:13][CH2:14][C:15]#[N:16])[CH2:9][CH2:8]2)[CH:6]=[CH:5][CH:4]=[CH:3][CH:2]=1.Cl.[OH-].[Na+]. The catalyst is C1COCC1. The product is [C:1]1([CH:7]2[CH2:8][CH2:9][N:10]([CH2:13][CH2:14][CH2:15][NH2:16])[CH2:11][CH2:12]2)[CH:2]=[CH:3][CH:4]=[CH:5][CH:6]=1. The yield is 0.870. (4) The reactants are [F:1][C:2]([C:5]1[CH:10]=[CH:9][C:8]([CH3:11])=[CH:7][CH:6]=1)([CH3:4])[CH3:3].[Br:12]N1C(=O)CCC1=O. The catalyst is C(Cl)(Cl)(Cl)Cl.C(OOC(=O)C1C=CC=CC=1)(=O)C1C=CC=CC=1. The product is [Br:12][CH2:11][C:8]1[CH:7]=[CH:6][C:5]([C:2]([F:1])([CH3:4])[CH3:3])=[CH:10][CH:9]=1. The yield is 0.450. (5) The reactants are COC1C=CC(C[N:8]2[C:12]3=[N:13][CH:14]=[CH:15][C:16]([O:17][C:18]4[CH:23]=[CH:22][C:21]([NH:24][C:25]([C:27]5[C:32](=[O:33])[N:31]([C:34]6[CH:39]=[CH:38][C:37]([F:40])=[CH:36][CH:35]=6)[N:30]=[CH:29][CH:28]=5)=[O:26])=[CH:20][C:19]=4[F:41])=[C:11]3[C:10]([N:42]3[CH2:47][CH2:46][N:45](C(OC(C)(C)C)=O)[CH2:44][CH2:43]3)=[N:9]2)=CC=1.C(O)(C(F)(F)F)=O. No catalyst specified. The product is [F:41][C:19]1[CH:20]=[C:21]([NH:24][C:25]([C:27]2[C:32](=[O:33])[N:31]([C:34]3[CH:35]=[CH:36][C:37]([F:40])=[CH:38][CH:39]=3)[N:30]=[CH:29][CH:28]=2)=[O:26])[CH:22]=[CH:23][C:18]=1[O:17][C:16]1[CH:15]=[CH:14][N:13]=[C:12]2[NH:8][N:9]=[C:10]([N:42]3[CH2:43][CH2:44][NH:45][CH2:46][CH2:47]3)[C:11]=12. The yield is 0.873. (6) The reactants are [Cl:1][C:2]1[C:7]([Cl:8])=[C:6]([C:9]#[N:10])[CH:5]=[CH:4][C:3]=1[NH:11][C@H:12]([C@@H:16]([OH:18])[CH3:17])[C:13]([OH:15])=O.[C:19]([NH:27][NH2:28])(=[O:26])[C:20]1[CH:25]=[CH:24][CH:23]=[CH:22][CH:21]=1.ClC1C(CC)=C(N[C@H]([C@@H](O)C)C(NNC(=O)C2C=CC=CC=2)=O)C=CC=1C#N. No catalyst specified. The product is [Cl:1][C:2]1[C:7]([Cl:8])=[C:6]([C:9]#[N:10])[CH:5]=[CH:4][C:3]=1[NH:11][C@H:12]([C@@H:16]([OH:18])[CH3:17])[C:13]([NH:28][NH:27][C:19](=[O:26])[C:20]1[CH:25]=[CH:24][CH:23]=[CH:22][CH:21]=1)=[O:15]. The yield is 0.500. (7) The reactants are [F:1][C:2]([F:7])([F:6])[C:3]([OH:5])=[O:4].[Br:8][C:9]1[CH:10]=[C:11]([N:15]2[C:23]3[CH2:22][CH2:21][N:20](C(OC(C)(C)C)=O)[CH2:19][C:18]=3[C:17]([C:31]([O:33][CH2:34][CH3:35])=[O:32])=[N:16]2)[CH:12]=[CH:13][CH:14]=1.ClCCl. No catalyst specified. The product is [F:1][C:2]([F:7])([F:6])[C:3]([OH:5])=[O:4].[Br:8][C:9]1[CH:10]=[C:11]([N:15]2[C:23]3[CH2:22][CH2:21][NH:20][CH2:19][C:18]=3[C:17]([C:31]([O:33][CH2:34][CH3:35])=[O:32])=[N:16]2)[CH:12]=[CH:13][CH:14]=1. The yield is 0.870. (8) The reactants are [CH3:1][CH:2]([C:13](=[O:22])[CH:14]=[CH:15][C:16]1[CH:21]=[CH:20][CH:19]=[CH:18][CH:17]=1)[C:3](=[O:12])[CH:4]=[CH:5][C:6]1[CH:11]=[CH:10][CH:9]=[CH:8][CH:7]=1. The catalyst is [Pd].C(OCC)(=O)C. The product is [CH3:1][CH:2]([C:3](=[O:12])[CH2:4][CH2:5][C:6]1[CH:7]=[CH:8][CH:9]=[CH:10][CH:11]=1)[C:13](=[O:22])[CH2:14][CH2:15][C:16]1[CH:21]=[CH:20][CH:19]=[CH:18][CH:17]=1. The yield is 0.730.